This data is from Full USPTO retrosynthesis dataset with 1.9M reactions from patents (1976-2016). The task is: Predict the reactants needed to synthesize the given product. (1) Given the product [CH3:22][C:23]([NH:30][C:31]1[N:6]2[C:2]([S:3][CH:4]=[CH:5]2)=[N:1][CH:8]=1)([CH2:25][C:26]([CH3:29])([CH3:28])[CH3:27])[CH3:24], predict the reactants needed to synthesize it. The reactants are: [NH2:1][C:2]1[S:3][CH:4]=[CH:5][N:6]=1.N1C=CC=C[C:8]=1C#CC1SC(C=O)=CC=1.[CH3:22][C:23]([N+:30]#[C-:31])([CH2:25][C:26]([CH3:29])([CH3:28])[CH3:27])[CH3:24].Cl(O)(=O)(=O)=O.C([O-])([O-])=O.[Na+].[Na+]. (2) Given the product [N:15]1[CH:16]=[CH:17][CH:18]=[C:13]([CH:19]([C:20]2[CH:21]=[N:22][CH:23]=[CH:24][CH:25]=2)[OH:26])[CH:14]=1, predict the reactants needed to synthesize it. The reactants are: C([Li])CCC.CCCCCC.Br[C:13]1[CH:14]=[N:15][CH:16]=[CH:17][CH:18]=1.[CH:19](=[O:26])[C:20]1[CH:25]=[CH:24][CH:23]=[N:22][CH:21]=1.Cl.